This data is from Reaction yield outcomes from USPTO patents with 853,638 reactions. The task is: Predict the reaction yield, written as a fraction of the theoretical maximum amount of product (1.0 means a 100% yield; for example, 0.34 means a 34% yield). (1) The reactants are [CH3:1][S:2][CH:3]([C:5]1[CH:6]=[CH:7][C:8]([C:11]([F:17])([F:16])[C:12]([F:15])([F:14])[F:13])=[N:9][CH:10]=1)[CH3:4].[N:18]#[C:19][NH2:20].C(O)(=O)C.C(O)(=O)C.IC1C=CC=CC=1. The catalyst is C1COCC1. The product is [F:16][C:11]([F:17])([C:8]1[N:9]=[CH:10][C:5]([CH:3]([S:2]([CH3:1])=[N:20][C:19]#[N:18])[CH3:4])=[CH:6][CH:7]=1)[C:12]([F:13])([F:14])[F:15]. The yield is 0.850. (2) The product is [CH3:2][C:1]1[C:4]([CH2:5][C:6]([O:8][CH2:9][CH3:10])=[O:7])=[C:11]([CH3:12])[NH:16][N:15]=1. The yield is 0.720. The reactants are [C:1]([CH:4]([C:11](=O)[CH3:12])[CH2:5][C:6]([O:8][CH2:9][CH3:10])=[O:7])(=O)[CH3:2].O.[NH2:15][NH2:16]. The catalyst is C(O)C.